From a dataset of Forward reaction prediction with 1.9M reactions from USPTO patents (1976-2016). Predict the product of the given reaction. Given the reactants FC(F)(F)C(O)=O.[OH:8][C:9]1[CH:36]=[CH:35][C:34]([O:37][C:38]2[CH:43]=[CH:42][CH:41]=[CH:40][CH:39]=2)=[CH:33][C:10]=1[C:11]([NH:13][C:14]1[CH:26]=[C:25]([C:27]2[CH:32]=[CH:31][CH:30]=[CH:29][CH:28]=2)[CH:24]=[CH:23][C:15]=1[C:16]([O:18]C(C)(C)C)=[O:17])=[O:12], predict the reaction product. The product is: [OH:8][C:9]1[CH:36]=[CH:35][C:34]([O:37][C:38]2[CH:39]=[CH:40][CH:41]=[CH:42][CH:43]=2)=[CH:33][C:10]=1[C:11]([NH:13][C:14]1[CH:26]=[C:25]([C:27]2[CH:32]=[CH:31][CH:30]=[CH:29][CH:28]=2)[CH:24]=[CH:23][C:15]=1[C:16]([OH:18])=[O:17])=[O:12].